The task is: Predict the product of the given reaction.. This data is from Forward reaction prediction with 1.9M reactions from USPTO patents (1976-2016). (1) Given the reactants Br[C:2]1[CH:27]=[CH:26][C:5]([CH2:6][O:7][CH2:8][C@@H:9]2[CH2:11][C@@H:10]2[CH:12]2[CH2:17][CH2:16][N:15]([C:18]3[N:23]=[CH:22][C:21]([CH2:24][CH3:25])=[CH:20][N:19]=3)[CH2:14][CH2:13]2)=[CH:4][CH:3]=1.[CH2:28]1[O:31][C@H:29]1[CH3:30], predict the reaction product. The product is: [CH2:24]([C:21]1[CH:20]=[N:19][C:18]([N:15]2[CH2:16][CH2:17][CH:12]([C@H:10]3[CH2:11][C@H:9]3[CH2:8][O:7][CH2:6][C:5]3[CH:26]=[CH:27][C:2]([CH2:28][C@@H:29]([OH:31])[CH3:30])=[CH:3][CH:4]=3)[CH2:13][CH2:14]2)=[N:23][CH:22]=1)[CH3:25]. (2) Given the reactants [CH3:1][O:2][C:3]1[C:4](=[O:27])[N:5]([CH3:26])[N:6]=[C:7]([N+:23]([O-])=O)[C:8]=1[C:9]1[CH:14]=[CH:13][C:12]([C:15]([F:18])([F:17])[F:16])=[CH:11][C:10]=1[S:19]([CH3:22])(=[O:21])=[O:20].C(O)C.C([O-])=O.[NH4+], predict the reaction product. The product is: [NH2:23][C:7]1[C:8]([C:9]2[CH:14]=[CH:13][C:12]([C:15]([F:16])([F:17])[F:18])=[CH:11][C:10]=2[S:19]([CH3:22])(=[O:21])=[O:20])=[C:3]([O:2][CH3:1])[C:4](=[O:27])[N:5]([CH3:26])[N:6]=1. (3) Given the reactants F[C:2]1[CH:7]=[CH:6][C:5]([N+:8]([O-:10])=[O:9])=[CH:4][CH:3]=1.[NH2:11][C:12]1[CH:21]=[CH:20][C:19]2[C:14](=[C:15]([OH:22])[CH:16]=[CH:17][CH:18]=2)[N:13]=1.C([O-])([O-])=O.[K+].[K+].CN1CCCC1=O, predict the reaction product. The product is: [N+:8]([C:5]1[CH:6]=[CH:7][C:2]([NH:11][C:12]2[CH:21]=[CH:20][C:19]3[C:14](=[C:15]([OH:22])[CH:16]=[CH:17][CH:18]=3)[N:13]=2)=[CH:3][CH:4]=1)([O-:10])=[O:9]. (4) Given the reactants Br[C:2]1[CH:6]=[C:5]([C:7]#[C:8][C:9]([CH3:12])([CH3:11])[CH3:10])[S:4][C:3]=1[C:13]([O:15][CH3:16])=[O:14].[N:17]1([CH:22]([CH3:25])[CH2:23][NH2:24])[CH:21]=[CH:20][CH:19]=[N:18]1.C(=O)([O-])[O-].[Cs+].[Cs+].COC1C=CC=C(OC)C=1C1C=CC=CC=1P(C1CCCCC1)C1CCCCC1, predict the reaction product. The product is: [CH3:10][C:9]([CH3:12])([CH3:11])[C:8]#[C:7][C:5]1[S:4][C:3]([C:13]([O:15][CH3:16])=[O:14])=[C:2]([NH:24][CH2:23][CH:22]([N:17]2[CH:21]=[CH:20][CH:19]=[N:18]2)[CH3:25])[CH:6]=1. (5) The product is: [C:19]([O:18][C:16]1[CH:15]=[CH:14][C:12]2[N:13]=[C:9]([Cl:8])[O:10][C:11]=2[CH:17]=1)(=[O:21])[CH3:20]. Given the reactants C(N(CC)CC)C.[Cl:8][C:9]1[O:10][C:11]2[CH:17]=[C:16]([OH:18])[CH:15]=[CH:14][C:12]=2[N:13]=1.[C:19](OC(=O)C)(=[O:21])[CH3:20], predict the reaction product. (6) Given the reactants [Br:1][C:2]1[CH:3]=[N:4][N:5]([CH2:9][C:10]2[CH:15]=[CH:14][C:13]([Cl:16])=[CH:12][CH:11]=2)[C:6]=1[CH:7]=O.[CH3:17][CH:18]([CH3:34])[C:19]([NH:21][C:22]1[CH:27]=[CH:26][CH:25]=[C:24]([CH:28]2[CH2:33][CH2:32][NH:31][CH2:30][CH2:29]2)[CH:23]=1)=[O:20], predict the reaction product. The product is: [Br:1][C:2]1[CH:3]=[N:4][N:5]([CH2:9][C:10]2[CH:15]=[CH:14][C:13]([Cl:16])=[CH:12][CH:11]=2)[C:6]=1[CH2:7][N:31]1[CH2:32][CH2:33][CH:28]([C:24]2[CH:23]=[C:22]([NH:21][C:19](=[O:20])[CH:18]([CH3:17])[CH3:34])[CH:27]=[CH:26][CH:25]=2)[CH2:29][CH2:30]1.